From a dataset of Full USPTO retrosynthesis dataset with 1.9M reactions from patents (1976-2016). Predict the reactants needed to synthesize the given product. (1) Given the product [I:1][C:2]1[C:7]([CH3:8])=[CH:6][N:5]=[C:4]([N:9]([C:19]([O:20][CH3:21])=[O:22])[C:19]([O:20][CH3:21])=[O:22])[CH:3]=1, predict the reactants needed to synthesize it. The reactants are: [I:1][C:2]1[C:7]([CH3:8])=[CH:6][N:5]=[C:4]([NH2:9])[CH:3]=1.CCN(C(C)C)C(C)C.[C:19](Cl)(=[O:22])[O:20][CH3:21]. (2) Given the product [NH2:4][C:5]1[N:10]=[CH:9][C:8]([C:11]2[C:12]([CH:29]([OH:30])[CH3:1])=[N:13][N:14]([CH:16]3[CH2:17][CH2:18][N:19]([C:22]([O:24][C:25]([CH3:28])([CH3:26])[CH3:27])=[O:23])[CH2:20][CH2:21]3)[CH:15]=2)=[CH:7][C:6]=1[C:31]1[O:32][C:33]2[CH:39]=[CH:38][CH:37]=[CH:36][C:34]=2[N:35]=1, predict the reactants needed to synthesize it. The reactants are: [CH3:1][Mg]Br.[NH2:4][C:5]1[N:10]=[CH:9][C:8]([C:11]2[C:12]([CH:29]=[O:30])=[N:13][N:14]([CH:16]3[CH2:21][CH2:20][N:19]([C:22]([O:24][C:25]([CH3:28])([CH3:27])[CH3:26])=[O:23])[CH2:18][CH2:17]3)[CH:15]=2)=[CH:7][C:6]=1[C:31]1[O:32][C:33]2[CH:39]=[CH:38][CH:37]=[CH:36][C:34]=2[N:35]=1. (3) Given the product [CH2:8]([C:10]1[CH:11]=[CH:12][C:13]([CH:16]2[CH2:17][O:18][S:20](=[O:21])[O:19]2)=[N:14][CH:15]=1)[CH3:9], predict the reactants needed to synthesize it. The reactants are: C(N(CC)CC)C.[CH2:8]([C:10]1[CH:11]=[CH:12][C:13]([CH:16]([OH:19])[CH2:17][OH:18])=[N:14][CH:15]=1)[CH3:9].[S:20](Cl)(Cl)=[O:21]. (4) Given the product [NH2:2][C:11]1[C:12]2[CH:19]=[CH:18][N:17]([C@H:20]3[C@:24]([C:26]#[CH:27])([OH:25])[C@H:23]([OH:28])[C@@H:22]([CH2:29][OH:30])[O:21]3)[C:13]=2[N:14]=[CH:15][N:16]=1, predict the reactants needed to synthesize it. The reactants are: C1(=O)C2C(=CC=CC=2)C(=O)[N:2]1[C:11]1[C:12]2[CH:19]=[CH:18][N:17]([C@H:20]3[C@:24]([C:26]#[CH:27])([OH:25])[C@H:23]([OH:28])[C@@H:22]([CH2:29][OH:30])[O:21]3)[C:13]=2[N:14]=[CH:15][N:16]=1.C(N)CCC. (5) Given the product [Cl:1][C:2]1[N:7]=[C:6]([NH:8][CH:9]2[CH2:10][CH2:11][CH2:12]2)[C:5]([NH2:13])=[C:4]([Cl:16])[N:3]=1, predict the reactants needed to synthesize it. The reactants are: [Cl:1][C:2]1[N:7]=[C:6]([NH:8][CH:9]2[CH2:12][CH2:11][CH2:10]2)[C:5]([N+:13]([O-])=O)=[C:4]([Cl:16])[N:3]=1. (6) Given the product [Br:34][C:31]1[CH:32]=[CH:33][C:28]([CH2:27][N:18]([C:19]2[N:20]=[CH:21][C:22]([CH2:25][CH3:26])=[CH:23][N:24]=2)[CH2:17][CH2:16][C:14]2[N:15]=[C:11]([S:10][C:7]([CH3:8])([CH3:9])[C:6]([OH:35])=[O:5])[S:12][CH:13]=2)=[CH:29][CH:30]=1, predict the reactants needed to synthesize it. The reactants are: C([O:5][C:6](=[O:35])[C:7]([S:10][C:11]1[S:12][CH:13]=[C:14]([CH2:16][CH2:17][N:18]([CH2:27][C:28]2[CH:33]=[CH:32][C:31]([Br:34])=[CH:30][CH:29]=2)[C:19]2[N:24]=[CH:23][C:22]([CH2:25][CH3:26])=[CH:21][N:20]=2)[N:15]=1)([CH3:9])[CH3:8])(C)(C)C.FC(F)(F)C(O)=O.